Dataset: Full USPTO retrosynthesis dataset with 1.9M reactions from patents (1976-2016). Task: Predict the reactants needed to synthesize the given product. (1) Given the product [F:1][C:2]1[CH:7]=[CH:6][C:5]([C:8]([F:10])([F:11])[F:9])=[CH:4][C:3]=1[O:12][CH:14]([C:37]1[CH:38]=[CH:39][C:40]([C:43]([F:46])([F:44])[F:45])=[CH:41][CH:42]=1)[CH2:15][CH2:16][CH2:17][CH2:18][N:19]1[CH2:24][CH2:23][CH:22]([C:25]2[CH:26]=[C:27]([NH:31][C:32](=[O:36])[CH:33]([CH3:35])[CH3:34])[CH:28]=[CH:29][CH:30]=2)[CH2:21][CH2:20]1, predict the reactants needed to synthesize it. The reactants are: [F:1][C:2]1[CH:7]=[CH:6][C:5]([C:8]([F:11])([F:10])[F:9])=[CH:4][C:3]=1[OH:12].O[CH:14]([C:37]1[CH:42]=[CH:41][C:40]([C:43]([F:46])([F:45])[F:44])=[CH:39][CH:38]=1)[CH2:15][CH2:16][CH2:17][CH2:18][N:19]1[CH2:24][CH2:23][CH:22]([C:25]2[CH:26]=[C:27]([NH:31][C:32](=[O:36])[CH:33]([CH3:35])[CH3:34])[CH:28]=[CH:29][CH:30]=2)[CH2:21][CH2:20]1. (2) Given the product [F:24][C:19]1[CH:18]=[C:17]([CH:22]=[C:21]([F:23])[CH:20]=1)[CH2:16][C@H:2]([NH:1][C:38](=[O:39])[C:37]1[CH:41]=[C:33]([CH3:32])[CH:34]=[C:35]([C:42]([N:44]([CH2:45][CH2:46][CH3:47])[CH2:48][CH2:49][CH3:50])=[O:43])[CH:36]=1)[C@H:3]([OH:15])[CH2:4][NH:5][CH2:6][C:7]1[CH:12]=[CH:11][CH:10]=[C:9]([O:13][CH3:14])[CH:8]=1, predict the reactants needed to synthesize it. The reactants are: [NH2:1][C@@H:2]([CH2:16][C:17]1[CH:22]=[C:21]([F:23])[CH:20]=[C:19]([F:24])[CH:18]=1)[C@H:3]([OH:15])[CH2:4][NH:5][CH2:6][C:7]1[CH:12]=[CH:11][CH:10]=[C:9]([O:13][CH3:14])[CH:8]=1.C(N(CC)CC)C.[CH3:32][C:33]1[CH:34]=[C:35]([C:42]([N:44]([CH2:48][CH2:49][CH3:50])[CH2:45][CH2:46][CH3:47])=[O:43])[CH:36]=[C:37]([CH:41]=1)[C:38](O)=[O:39].ON1C2C=CC=CC=2N=N1.Cl.CN(C)CCCN=C=NCC. (3) Given the product [Cl:1][C:2]1[CH:7]=[CH:6][CH:5]=[CH:4][C:3]=1[C:8]1[C:9](=[O:28])[N:10]([C:20]2[CH:21]=[CH:22][C:23]([OH:26])=[CH:24][CH:25]=2)[CH:11]=[C:12]([C:14]2[CH:19]=[CH:18][CH:17]=[CH:16][N:15]=2)[CH:13]=1, predict the reactants needed to synthesize it. The reactants are: [Cl:1][C:2]1[CH:7]=[CH:6][CH:5]=[CH:4][C:3]=1[C:8]1[C:9](=[O:28])[N:10]([C:20]2[CH:25]=[CH:24][C:23]([O:26]C)=[CH:22][CH:21]=2)[CH:11]=[C:12]([C:14]2[CH:19]=[CH:18][CH:17]=[CH:16][N:15]=2)[CH:13]=1. (4) Given the product [ClH:1].[NH:43]1[CH2:48][CH2:47][CH:46]([CH2:49][NH:50][C:26]([C@@H:22]2[CH2:23][CH2:24][CH2:25][N:21]2[C:19](=[O:20])[C:18]2[CH:17]=[CH:16][C:15]([S:12](=[O:13])(=[O:14])[NH:11][C:6]3[CH:7]=[CH:8][CH:9]=[CH:10][C:5]=3[O:4][C:3]3[CH:31]=[CH:32][C:33]([Cl:35])=[CH:34][C:2]=3[Cl:1])=[CH:30][CH:29]=2)=[O:28])[CH2:45][CH2:44]1, predict the reactants needed to synthesize it. The reactants are: [Cl:1][C:2]1[CH:34]=[C:33]([Cl:35])[CH:32]=[CH:31][C:3]=1[O:4][C:5]1[CH:10]=[CH:9][CH:8]=[CH:7][C:6]=1[NH:11][S:12]([C:15]1[CH:30]=[CH:29][C:18]([C:19]([N:21]2[CH2:25][CH2:24][CH2:23][C@H:22]2[C:26]([OH:28])=O)=[O:20])=[CH:17][CH:16]=1)(=[O:14])=[O:13].C(OC([N:43]1[CH2:48][CH2:47][CH:46]([CH2:49][NH2:50])[CH2:45][CH2:44]1)=O)(C)(C)C. (5) Given the product [CH2:1]([O:8][P:9]([CH2:18][C@H:19]([OH:43])[CH2:20][NH:21][C:22](=[O:42])[C@@H:23]([NH:27][C:28](=[O:41])[C@@H:29]([NH:33][C:59](=[O:61])[C@@H:55]([NH:54][C:44]([O:46][CH2:47][C:48]1[CH:49]=[CH:50][CH:51]=[CH:52][CH:53]=1)=[O:45])[CH:56]([CH3:57])[CH3:58])[CH:30]([CH3:31])[CH3:32])[CH:24]([CH3:25])[CH3:26])([CH2:11][CH:12]1[CH2:13][CH2:14][CH2:15][CH2:16][CH2:17]1)=[O:10])[C:2]1[CH:3]=[CH:4][CH:5]=[CH:6][CH:7]=1, predict the reactants needed to synthesize it. The reactants are: [CH2:1]([O:8][P:9]([CH2:18][C@H:19]([OH:43])[CH2:20][NH:21][C:22](=[O:42])[C@@H:23]([NH:27][C:28](=[O:41])[C@@H:29]([NH:33]C(OC(C)(C)C)=O)[CH:30]([CH3:32])[CH3:31])[CH:24]([CH3:26])[CH3:25])([CH2:11][CH:12]1[CH2:17][CH2:16][CH2:15][CH2:14][CH2:13]1)=[O:10])[C:2]1[CH:7]=[CH:6][CH:5]=[CH:4][CH:3]=1.[C:44]([NH:54][C@H:55]([C:59]([OH:61])=O)[CH:56]([CH3:58])[CH3:57])([O:46][CH2:47][C:48]1[CH:53]=[CH:52][CH:51]=[CH:50][CH:49]=1)=[O:45]. (6) The reactants are: [F:1][CH:2]([F:15])[C:3]1[CH:4]=[C:5]([N+:12]([O-])=O)[C:6]([C:9]([OH:11])=[O:10])=[N:7][CH:8]=1. Given the product [NH2:12][C:5]1[C:6]([C:9]([OH:11])=[O:10])=[N:7][CH:8]=[C:3]([CH:2]([F:15])[F:1])[CH:4]=1, predict the reactants needed to synthesize it. (7) Given the product [Br:1][C:2]1[CH:11]=[CH:10][C:9]([C:12]([F:13])([F:14])[F:15])=[CH:8][C:3]=1[CH2:4][N:5]([CH2:6][CH3:7])[C:16](=[O:18])[CH3:17], predict the reactants needed to synthesize it. The reactants are: [Br:1][C:2]1[CH:11]=[CH:10][C:9]([C:12]([F:15])([F:14])[F:13])=[CH:8][C:3]=1[CH2:4][NH:5][CH2:6][CH3:7].[C:16](Cl)(=[O:18])[CH3:17]. (8) Given the product [C:1]([NH:4][CH2:5][C@@H:6]1[CH2:10][CH2:9][NH:8][C@@H:7]1[C:19]([NH2:21])=[O:20])(=[O:3])[CH3:2], predict the reactants needed to synthesize it. The reactants are: [C:1]([NH:4][CH2:5][C@@H:6]1[CH2:10][CH2:9][N:8]([C@H](C2C=CC=CC=2)C)[C@@H:7]1[C:19]([NH2:21])=[O:20])(=[O:3])[CH3:2].O. (9) Given the product [C:1]([O:5][C:6]([N:8]1[CH2:13][CH2:12][N:11]([S:14]([C:17]2[C:18]([OH:27])=[C:19]([CH:20]=[CH:21][C:22]=2[Cl:23])[NH2:24])(=[O:15])=[O:16])[CH2:10][CH2:9]1)=[O:7])([CH3:4])([CH3:2])[CH3:3], predict the reactants needed to synthesize it. The reactants are: [C:1]([O:5][C:6]([N:8]1[CH2:13][CH2:12][N:11]([S:14]([C:17]2[C:22]([Cl:23])=[CH:21][CH:20]=[C:19]([N+:24]([O-])=O)[C:18]=2[OH:27])(=[O:16])=[O:15])[CH2:10][CH2:9]1)=[O:7])([CH3:4])([CH3:3])[CH3:2].[H][H].